From a dataset of Catalyst prediction with 721,799 reactions and 888 catalyst types from USPTO. Predict which catalyst facilitates the given reaction. (1) Reactant: [C:1]([O:4][CH2:5][CH:6]([O:25][C:26](=[O:28])[CH3:27])[C:7](=[O:24])[NH:8][C:9]1[C:14]([I:15])=[C:13]([C:16](Cl)=[O:17])[C:12]([I:19])=[C:11]([C:20]([Cl:22])=[O:21])[C:10]=1[I:23])(=[O:3])[CH3:2].[CH3:29][C:30]1([CH3:40])[O:34][CH:33]([CH2:35][NH:36][CH2:37][CH2:38][OH:39])[CH2:32][O:31]1.C(N(CC)CC)C. Product: [C:1]([O:4][CH2:5][CH:6]([O:25][C:26](=[O:28])[CH3:27])[C:7](=[O:24])[NH:8][C:9]1[C:14]([I:15])=[C:13]([C:16](=[O:17])[N:36]([CH2:35][CH:33]2[CH2:32][O:31][C:30]([CH3:40])([CH3:29])[O:34]2)[CH2:37][CH2:38][OH:39])[C:12]([I:19])=[C:11]([C:20]([Cl:22])=[O:21])[C:10]=1[I:23])(=[O:3])[CH3:2]. The catalyst class is: 44. (2) Reactant: [CH3:1][O:2][C:3]([C@@H:5]([N:13]1[CH2:21][C:17]2[CH:18]=[CH:19][S:20][C:16]=2[CH2:15][CH2:14]1)[C:6]1[CH:7]=[CH:8][CH:9]=[CH:10][C:11]=1[Cl:12])=[O:4].[S:22](=[O:26])(=[O:25])([OH:24])[OH:23].C(OCC)C. Product: [CH3:1][O:2][C:3]([C@@H:5]([N:13]1[CH2:21][C:17]2[CH:18]=[CH:19][S:20][C:16]=2[CH2:15][CH2:14]1)[C:6]1[C:11]([Cl:12])=[CH:10][CH:9]=[CH:8][CH:7]=1)=[O:4].[OH:25][S:22]([OH:26])(=[O:24])=[O:23]. The catalyst class is: 32. (3) Reactant: C(O[C:4]1[C:5](=[O:12])[C:6](=[O:11])[C:7]=1[O:8][CH2:9][CH3:10])C.[NH2:13][C:14]1[C:15]([OH:28])=[C:16]([S:21]([N:24]([O:26][CH3:27])[CH3:25])(=[O:23])=[O:22])[C:17]([Cl:20])=[CH:18][CH:19]=1. Product: [Cl:20][C:17]1[C:16]([S:21]([N:24]([O:26][CH3:27])[CH3:25])(=[O:22])=[O:23])=[C:15]([OH:28])[C:14]([NH:13][C:4]2[C:5](=[O:12])[C:6](=[O:11])[C:7]=2[O:8][CH2:9][CH3:10])=[CH:19][CH:18]=1. The catalyst class is: 8. (4) Reactant: [CH2:1]1[C:10](=O)[CH2:9][C:8]2[C:3](=[CH:4][CH:5]=[CH:6][CH:7]=2)[CH2:2]1.[C:12]1([C@@H:18]([NH2:20])[CH3:19])[CH:17]=[CH:16][CH:15]=[CH:14][CH:13]=1.C(O)=O. The catalyst class is: 5. Product: [C:12]1([C@@H:18]([NH:20][CH:10]2[CH2:1][CH2:2][C:3]3[C:8](=[CH:7][CH:6]=[CH:5][CH:4]=3)[CH2:9]2)[CH3:19])[CH:17]=[CH:16][CH:15]=[CH:14][CH:13]=1. (5) Reactant: [NH2:1][C:2]1[CH:7]=[CH:6][C:5]([N:8]2[CH2:13][CH2:12][CH2:11][CH2:10][CH2:9]2)=[CH:4][C:3]=1[C:14]1[CH:19]=[C:18]([NH:20][C:21]2[CH:26]=[CH:25][C:24]([CH3:27])=[C:23]([CH3:28])[CH:22]=2)[CH:17]=[CH:16][N:15]=1.N1C=CC=CC=1.Cl[C:36]([C:38]1[CH:39]=[C:40]([CH:49]=[CH:50][CH:51]=1)[CH2:41][S:42][CH2:43][CH2:44][C:45]([O:47][CH3:48])=[O:46])=[O:37]. Product: [CH3:28][C:23]1[CH:22]=[C:21]([NH:20][C:18]2[CH:17]=[CH:16][N:15]=[C:14]([C:3]3[CH:4]=[C:5]([N:8]4[CH2:13][CH2:12][CH2:11][CH2:10][CH2:9]4)[CH:6]=[CH:7][C:2]=3[NH:1][C:36]([C:38]3[CH:39]=[C:40]([CH:49]=[CH:50][CH:51]=3)[CH2:41][S:42][CH2:43][CH2:44][C:45]([O:47][CH3:48])=[O:46])=[O:37])[CH:19]=2)[CH:26]=[CH:25][C:24]=1[CH3:27]. The catalyst class is: 7.